This data is from Forward reaction prediction with 1.9M reactions from USPTO patents (1976-2016). The task is: Predict the product of the given reaction. (1) Given the reactants [CH3:1][CH:2]([CH3:19])[CH2:3][N:4]([CH2:11][C:12]1[S:16][C:15]([Cl:17])=[N:14][C:13]=1[Cl:18])[CH:5]1[CH2:10][CH2:9][NH:8][CH2:7][CH2:6]1.[C:20]([OH:29])(=[O:28])[C@@H:21]([C@H:23]([C:25]([OH:27])=[O:26])[OH:24])[OH:22].C1COCC1, predict the reaction product. The product is: [OH2:22].[C:25]([CH:23]([CH:21]([C:20]([OH:29])=[O:28])[OH:22])[OH:24])([OH:27])=[O:26].[CH3:1][CH:2]([CH3:19])[CH2:3][N:4]([CH2:11][C:12]1[S:16][C:15]([Cl:17])=[N:14][C:13]=1[Cl:18])[CH:5]1[CH2:10][CH2:9][NH:8][CH2:7][CH2:6]1.[CH3:1][CH:2]([CH3:19])[CH2:3][N:4]([CH2:11][C:12]1[S:16][C:15]([Cl:17])=[N:14][C:13]=1[Cl:18])[CH:5]1[CH2:10][CH2:9][NH:8][CH2:7][CH2:6]1.[C:25]([CH:23]([CH:21]([C:20]([OH:29])=[O:28])[OH:22])[OH:24])([OH:27])=[O:26]. (2) Given the reactants [H-].[Na+].[Br:3][C:4]1[CH:5]=[C:6]2[C:10](=[CH:11][CH:12]=1)[NH:9][CH2:8][CH2:7]2.[CH3:13][S:14](Cl)(=[O:16])=[O:15], predict the reaction product. The product is: [Br:3][C:4]1[CH:5]=[C:6]2[C:10](=[CH:11][CH:12]=1)[N:9]([S:14]([CH3:13])(=[O:16])=[O:15])[CH2:8][CH2:7]2. (3) The product is: [C:38]([CH:36]([CH:34]([C:33]([OH:42])=[O:41])[OH:35])[OH:37])([OH:40])=[O:39].[N:1]12[CH2:8][CH2:7][CH:4]([CH2:5][CH2:6]1)[C@@H:3]([NH:9][C:10]([C:12]1[N:13]=[CH:14][C:15]3[N:16]([C:18]([C:31]#[C:30][CH2:29][OH:32])=[CH:19][CH:20]=3)[CH:17]=1)=[O:11])[CH2:2]2. Given the reactants [N:1]12[CH2:8][CH2:7][CH:4]([CH2:5][CH2:6]1)[C@@H:3]([NH:9][C:10]([C:12]1[N:13]=[CH:14][C:15]3[N:16]([C:18](Br)=[CH:19][CH:20]=3)[CH:17]=1)=[O:11])[CH2:2]2.C(N(CC)CC)C.[CH2:29]([OH:32])[C:30]#[CH:31].[C:33]([OH:42])(=[O:41])[C@H:34]([C@@H:36]([C:38]([OH:40])=[O:39])[OH:37])[OH:35], predict the reaction product. (4) Given the reactants [CH3:1][C:2]1[CH:7]=[CH:6][N:5]=[CH:4][C:3]=1[N:8]1[CH2:12][CH2:11][NH:10][C:9]1=[O:13].Cl[C:15]1[CH:24]=[CH:23][C:22]2[C:17](=[CH:18][CH:19]=[CH:20][CH:21]=2)[N:16]=1.N[C@@H]1CCCC[C@H]1N.C(=O)([O-])[O-].[K+].[K+], predict the reaction product. The product is: [CH3:1][C:2]1[CH:7]=[CH:6][N:5]=[CH:4][C:3]=1[N:8]1[CH2:12][CH2:11][N:10]([C:15]2[CH:24]=[CH:23][C:22]3[C:17](=[CH:18][CH:19]=[CH:20][CH:21]=3)[N:16]=2)[C:9]1=[O:13]. (5) Given the reactants O[NH:2][C:3](=[O:21])[CH2:4][C:5]1[CH:10]=[CH:9][C:8]([CH2:11][CH2:12][CH2:13][CH2:14][C:15]2[CH:20]=[CH:19][CH:18]=[CH:17][CH:16]=2)=[CH:7][CH:6]=1.[C:22]([O:26][C:27]([NH:29][CH2:30][CH2:31][C:32](O)=[O:33])=[O:28])([CH3:25])([CH3:24])[CH3:23].C1C=CC2N(O)N=NC=2C=1.O.Cl, predict the reaction product. The product is: [O:33]=[C:32]([NH:2][C:3](=[O:21])[CH2:4][C:5]1[CH:10]=[CH:9][C:8]([CH2:11][CH2:12][CH2:13][CH2:14][C:15]2[CH:20]=[CH:19][CH:18]=[CH:17][CH:16]=2)=[CH:7][CH:6]=1)[CH2:31][CH2:30][NH:29][C:27](=[O:28])[O:26][C:22]([CH3:24])([CH3:23])[CH3:25]. (6) Given the reactants [CH2:1]([Mg]Br)[CH3:2].CON([C:9](=[O:26])[C@H:10]([NH:18][C:19](=[O:25])[O:20][C:21]([CH3:24])([CH3:23])[CH3:22])[CH2:11][C:12]1[CH:17]=[CH:16][N:15]=[CH:14][CH:13]=1)C.O, predict the reaction product. The product is: [O:26]=[C:9]([CH2:1][CH3:2])[C@H:10]([NH:18][C:19](=[O:25])[O:20][C:21]([CH3:23])([CH3:22])[CH3:24])[CH2:11][C:12]1[CH:13]=[CH:14][N:15]=[CH:16][CH:17]=1. (7) Given the reactants [F:1][C:2]1[C:7]([F:8])=[C:6]([N:9]2[CH2:14][CH2:13][O:12][CH2:11][CH2:10]2)[CH:5]=[CH:4][C:3]=1[NH:15][N:16]=[C:17]([C:22](=[O:26])[CH2:23][O:24][CH3:25])[C:18]([O:20][CH3:21])=[O:19].[CH3:27]OC(OC)N(C)C, predict the reaction product. The product is: [F:1][C:2]1[C:7]([F:8])=[C:6]([N:9]2[CH2:14][CH2:13][O:12][CH2:11][CH2:10]2)[CH:5]=[CH:4][C:3]=1[N:15]1[CH:27]=[C:23]([O:24][CH3:25])[C:22](=[O:26])[C:17]([C:18]([O:20][CH3:21])=[O:19])=[N:16]1.